From a dataset of Full USPTO retrosynthesis dataset with 1.9M reactions from patents (1976-2016). Predict the reactants needed to synthesize the given product. (1) Given the product [CH3:1][C:2]([O:17][Si:18]([CH3:19])([CH3:20])[CH3:21])([CH2:15][CH3:16])[C:3]#[C:4][Si:5]([CH3:13])([CH3:14])[CH2:6][CH2:7][Si:8](/[CH:22]=[CH:23]/[C:24]1[CH:29]=[CH:28][CH:27]=[CH:26][CH:25]=1)([CH3:9])[CH3:30], predict the reactants needed to synthesize it. The reactants are: [CH3:1][C:2]([O:17][Si:18]([CH3:21])([CH3:20])[CH3:19])([CH2:15][CH3:16])[C:3]#[C:4][Si:5]([CH3:14])([CH3:13])[CH2:6][CH2:7][SiH2:8][CH:9]=C(C)C.[CH2:22]=[CH:23][C:24]1[CH:29]=[CH:28][CH:27]=[CH:26][CH:25]=1.[C:30]1(C)C=CC=CC=1. (2) Given the product [Br:1][C:2]1[CH:7]=[CH:6][C:5]([F:8])=[C:4]2[C:3]=1[NH:9][CH:13]=[CH:12]2, predict the reactants needed to synthesize it. The reactants are: [Br:1][C:2]1[CH:7]=[CH:6][C:5]([F:8])=[CH:4][C:3]=1[N+:9]([O-])=O.[CH:12]([Mg]Br)=[CH2:13]. (3) Given the product [F:16][C:15]([F:18])([F:17])[C:13]1[CH:12]=[CH:11][N:10]=[C:9]([NH:8][C:6]2[N:7]=[C:2]([N:19]3[CH:23]=[C:22]([CH2:24][CH2:25][C:26]([OH:28])=[O:27])[N:21]=[CH:20]3)[CH:3]=[CH:4][CH:5]=2)[CH:14]=1, predict the reactants needed to synthesize it. The reactants are: Br[C:2]1[N:7]=[C:6]([NH:8][C:9]2[CH:14]=[C:13]([C:15]([F:18])([F:17])[F:16])[CH:12]=[CH:11][N:10]=2)[CH:5]=[CH:4][CH:3]=1.[NH:19]1[CH:23]=[C:22]([CH2:24][CH2:25][C:26]([OH:28])=[O:27])[N:21]=[CH:20]1.[O-]P([O-])([O-])=O.[K+].[K+].[K+]. (4) Given the product [Br:9][C:5]1[C:6]([CH3:8])=[CH:7][C:2]([C:20]([NH:19][C:15]([CH3:18])([CH3:17])[CH3:16])=[O:21])=[N:3][CH:4]=1, predict the reactants needed to synthesize it. The reactants are: Br[C:2]1[CH:7]=[C:6]([CH3:8])[C:5]([Br:9])=[CH:4][N:3]=1.[Li]CCCC.[C:15]([N:19]=[C:20]=[O:21])([CH3:18])([CH3:17])[CH3:16]. (5) Given the product [ClH:28].[N:1]1[C:10]2[C:5](=[CH:6][CH:7]=[CH:8][CH:9]=2)[CH:4]=[C:3]([C:11]2[N:12]=[C:13]3[CH:18]=[CH:17][C:16]([C:19]4[CH:20]=[C:21]([CH2:25][OH:26])[CH:22]=[CH:23][CH:24]=4)=[CH:15][N:14]3[CH:27]=2)[CH:2]=1, predict the reactants needed to synthesize it. The reactants are: [N:1]1[C:10]2[C:5](=[CH:6][CH:7]=[CH:8][CH:9]=2)[CH:4]=[C:3]([C:11]2[N:12]=[C:13]3[CH:18]=[CH:17][C:16]([C:19]4[CH:20]=[C:21]([CH2:25][OH:26])[CH:22]=[CH:23][CH:24]=4)=[CH:15][N:14]3[CH:27]=2)[CH:2]=1.[ClH:28]. (6) Given the product [OH:12][C:8]1([C:4]2[CH:5]=[CH:6][CH:7]=[C:2]([Cl:1])[CH:3]=2)[O:16][CH2:15][C:14]([CH3:18])([CH3:17])[NH:13][CH:9]1[CH3:10], predict the reactants needed to synthesize it. The reactants are: [Cl:1][C:2]1[CH:3]=[C:4]([C:8](=[O:12])[CH:9](Br)[CH3:10])[CH:5]=[CH:6][CH:7]=1.[NH2:13][C:14]([CH3:18])([CH3:17])[CH2:15][OH:16]. (7) Given the product [Br:19][C:20]1[CH:25]=[CH:24][C:23]([N:26]2[CH:12]=[CH:11][C:10]3[C:15](=[CH:16][CH:17]=[C:8]([O:7][CH2:6][C@H:2]4[CH2:3][CH2:4][CH2:5][O:1]4)[CH:9]=3)[C:14]2=[O:18])=[CH:22][C:21]=1[F:27], predict the reactants needed to synthesize it. The reactants are: [O:1]1[CH2:5][CH2:4][CH2:3][C@@H:2]1[CH2:6][O:7][C:8]1[CH:9]=[C:10]2[C:15](=[CH:16][CH:17]=1)[C:14](=[O:18])O[CH:12]=[CH:11]2.[Br:19][C:20]1[CH:25]=[CH:24][C:23]([NH2:26])=[CH:22][C:21]=1[F:27].